This data is from Catalyst prediction with 721,799 reactions and 888 catalyst types from USPTO. The task is: Predict which catalyst facilitates the given reaction. (1) Reactant: [C:1]([O:5][C:6]([NH:8][CH2:9][CH:10]=[CH:11][B:12]([OH:14])[OH:13])=[O:7])([CH3:4])([CH3:3])[CH3:2].[CH3:15][C:16](O)([C:18]([CH3:21])(O)[CH3:19])[CH3:17].[O-]S([O-])(=O)=O.[Mg+2]. Product: [CH3:15][C:16]1([CH3:17])[C:18]([CH3:21])([CH3:19])[O:14][B:12]([CH:11]=[CH:10][CH2:9][NH:8][C:6](=[O:7])[O:5][C:1]([CH3:4])([CH3:2])[CH3:3])[O:13]1. The catalyst class is: 28. (2) Reactant: CN(C)CCN(C)C.[CH2:9]=[CH:10][C:11]1[CH:16]=[CH:15][CH:14]=[CH:13][CH:12]=1.C([Li])CCC.[CH2:22]=[CH:23][C:24](=[CH2:26])[CH3:25].Cl[Si](Cl)(Cl)Cl. Product: [CH2:9]=[CH:10][C:11]1[CH:16]=[CH:15][CH:14]=[CH:13][CH:12]=1.[CH2:22]=[CH:23][C:24](=[CH2:25])[CH3:26].[CH2:9]=[CH:10][C:11]1[CH:16]=[CH:15][CH:14]=[CH:13][CH:12]=1. The catalyst class is: 244. (3) Reactant: [C@@H:1]12[CH2:7][CH:4]([CH:5]=[CH:6]1)[C:3](=O)[NH:2]2.[H-].[Al+3].[Li+].[H-].[H-].[H-].C(N(CC)CC)C.[C:22](Cl)([O:24][CH2:25][C:26]1[CH:31]=[CH:30][CH:29]=[CH:28][CH:27]=1)=[O:23]. Product: [C@@H:1]12[CH2:7][C@@H:4]([CH:5]=[CH:6]1)[CH2:3][N:2]2[C:22]([O:24][CH2:25][C:26]1[CH:31]=[CH:30][CH:29]=[CH:28][CH:27]=1)=[O:23]. The catalyst class is: 20. (4) Reactant: [H-].[Na+].[CH3:3][C:4]1[CH:5]=[C:6]([CH:20]=[CH:21][C:22]=1[CH3:23])[C:7]([CH:9]1[C:18](=[O:19])[C:17]2[C:12](=[CH:13][CH:14]=[CH:15][CH:16]=2)[NH:11][CH2:10]1)=[O:8].Br.Br[CH2:26][C:27]1[CH:32]=[CH:31][CH:30]=[CH:29][N:28]=1. Product: [CH3:3][C:4]1[CH:5]=[C:6]([CH:20]=[CH:21][C:22]=1[CH3:23])[C:7]([CH:9]1[C:18](=[O:19])[C:17]2[C:12](=[CH:13][CH:14]=[CH:15][CH:16]=2)[N:11]([CH2:26][C:27]2[CH:32]=[CH:31][CH:30]=[CH:29][N:28]=2)[CH2:10]1)=[O:8]. The catalyst class is: 9. (5) Reactant: CC1C=CC(S(O[CH2:12][CH:13]2[O:18][C:17]3[CH:19]=[C:20]([S:23]([CH3:26])(=[O:25])=[O:24])[CH:21]=[CH:22][C:16]=3[O:15][CH2:14]2)(=O)=O)=CC=1.[CH3:27][CH:28]([CH3:31])[CH2:29][NH2:30]. Product: [CH3:27][CH:28]([CH3:31])[CH2:29][NH:30][CH2:12][CH:13]1[O:18][C:17]2[CH:19]=[C:20]([S:23]([CH3:26])(=[O:24])=[O:25])[CH:21]=[CH:22][C:16]=2[O:15][CH2:14]1. The catalyst class is: 10.